Dataset: Full USPTO retrosynthesis dataset with 1.9M reactions from patents (1976-2016). Task: Predict the reactants needed to synthesize the given product. (1) Given the product [Cl:20][C:21]1[CH:22]=[C:23]([C:2]2[CH:14]=[CH:13][C:5]([C:6]([NH:8][S:9]([CH3:12])(=[O:11])=[O:10])=[O:7])=[CH:4][C:3]=2[O:15][CH:16]2[CH2:19][O:18][CH2:17]2)[CH:24]=[N:25][C:26]=1[F:27], predict the reactants needed to synthesize it. The reactants are: Br[C:2]1[CH:14]=[CH:13][C:5]([C:6]([NH:8][S:9]([CH3:12])(=[O:11])=[O:10])=[O:7])=[CH:4][C:3]=1[O:15][CH:16]1[CH2:19][O:18][CH2:17]1.[Cl:20][C:21]1[CH:22]=[C:23](B(O)O)[CH:24]=[N:25][C:26]=1[F:27].C([O-])([O-])=O.[Na+].[Na+].B(O)O.Cl. (2) Given the product [CH2:17]([O:16][C:15]1[C:10]([NH:9][C:6]2[S:7][CH:8]=[C:4]([CH2:3][CH2:2][NH:1][C:25]([NH:24][CH2:27][CH3:28])=[O:26])[N:5]=2)=[N:11][CH:12]=[CH:13][CH:14]=1)[C:18]1[CH:23]=[CH:22][CH:21]=[CH:20][CH:19]=1, predict the reactants needed to synthesize it. The reactants are: [NH2:1][CH2:2][CH2:3][C:4]1[N:5]=[C:6]([NH:9][C:10]2[C:15]([O:16][CH2:17][C:18]3[CH:23]=[CH:22][CH:21]=[CH:20][CH:19]=3)=[CH:14][CH:13]=[CH:12][N:11]=2)[S:7][CH:8]=1.[N:24]([CH2:27][CH3:28])=[C:25]=[O:26]. (3) Given the product [CH3:8][N:5]1[C:4](=[O:9])[CH:3]=[C:2]([B:10]2[O:14][C:13]([CH3:16])([CH3:15])[C:12]([CH3:18])([CH3:17])[O:11]2)[CH:7]=[N:6]1, predict the reactants needed to synthesize it. The reactants are: Cl[C:2]1[CH:7]=[N:6][N:5]([CH3:8])[C:4](=[O:9])[CH:3]=1.[B:10]1([B:10]2[O:14][C:13]([CH3:16])([CH3:15])[C:12]([CH3:18])([CH3:17])[O:11]2)[O:14][C:13]([CH3:16])([CH3:15])[C:12]([CH3:18])([CH3:17])[O:11]1.C([O-])(=O)C.[K+].CC(C1C=C(C(C)C)C(C2C=CC=CC=2P(C2CCCCC2)C2CCCCC2)=C(C(C)C)C=1)C. (4) Given the product [O:9]1[CH2:10][CH2:11][O:12][CH:8]1[C:5]1[CH:6]=[CH:7][C:2]([C:21](=[O:28])[CH2:22][C:23]2[S:24][CH:25]=[CH:26][CH:27]=2)=[CH:3][CH:4]=1, predict the reactants needed to synthesize it. The reactants are: Br[C:2]1[CH:7]=[CH:6][C:5]([CH:8]2[O:12][CH2:11][CH2:10][O:9]2)=[CH:4][CH:3]=1.C([Li])CCC.CON(C)[C:21](=[O:28])[CH2:22][C:23]1[S:24][CH:25]=[CH:26][CH:27]=1. (5) The reactants are: [C:1]([O:5][C:6](=[O:20])[C:7]1[CH:12]=[CH:11][C:10]([F:13])=[CH:9][C:8]=1[NH:14][C@@H:15]([CH3:19])[CH2:16][O:17][CH3:18])([CH3:4])([CH3:3])[CH3:2].C(N(CC)CC)C.[F:28][C:29]([F:40])([F:39])[C:30](O[C:30](=[O:31])[C:29]([F:40])([F:39])[F:28])=[O:31]. Given the product [C:1]([O:5][C:6](=[O:20])[C:7]1[CH:12]=[CH:11][C:10]([F:13])=[CH:9][C:8]=1[N:14]([C@@H:15]([CH3:19])[CH2:16][O:17][CH3:18])[C:30](=[O:31])[C:29]([F:40])([F:39])[F:28])([CH3:4])([CH3:3])[CH3:2], predict the reactants needed to synthesize it.